From a dataset of Reaction yield outcomes from USPTO patents with 853,638 reactions. Predict the reaction yield, written as a fraction of the theoretical maximum amount of product (1.0 means a 100% yield; for example, 0.34 means a 34% yield). (1) The reactants are [CH:1]1[C:13]2[CH:12]([CH2:14][O:15]C(Cl)=O)[C:11]3[C:6](=[CH:7][CH:8]=[CH:9][CH:10]=3)[C:5]=2[CH:4]=[CH:3][CH:2]=1.[NH2:19][C@H:20]1[CH2:43][CH2:42][C@@:41]2([CH3:44])[C@H:22]([CH2:23][CH2:24][C@@H:25]3[C@@H:40]2[CH2:39][CH2:38][C@@:37]2([CH3:45])[C@H:26]3[CH2:27][CH2:28][C@@H:29]2[C@H:30]([CH3:36])[CH2:31][CH2:32][C:33]([OH:35])=[O:34])[CH2:21]1.O. The yield is 0.690. The product is [CH:1]1[C:13]2[CH:12]([CH2:14][O:15][NH:19][C@H:20]3[CH2:43][CH2:42][C@@:41]4([CH3:44])[C@H:22]([CH2:23][CH2:24][C@@H:25]5[C@@H:40]4[CH2:39][CH2:38][C@@:37]4([CH3:45])[C@H:26]5[CH2:27][CH2:28][C@@H:29]4[C@H:30]([CH3:36])[CH2:31][CH2:32][C:33]([OH:35])=[O:34])[CH2:21]3)[C:11]3[C:6](=[CH:7][CH:8]=[CH:9][CH:10]=3)[C:5]=2[CH:4]=[CH:3][CH:2]=1. The catalyst is O1CCOCC1.C([O-])([O-])=O.[Na+].[Na+]. (2) The yield is 0.490. The catalyst is C1(C)C=CC=CC=1. The product is [CH3:33][O:32][C:30]1[CH:29]=[C:28]([CH2:34][CH2:35][C:36]2[CH:37]=[C:38]([NH:41][C:19]([C:16]3[CH:17]=[N:18][C:13]([N:10]4[CH2:11][CH2:12][N:7]([CH2:5][CH3:6])[CH:8]([CH3:23])[CH2:9]4)=[N:14][CH:15]=3)=[O:21])[NH:39][N:40]=2)[CH:27]=[C:26]([O:25][CH3:24])[CH:31]=1. The reactants are C[Al](C)C.[CH2:5]([N:7]1[CH2:12][CH2:11][N:10]([C:13]2[N:18]=[CH:17][C:16]([C:19]([O:21]C)=O)=[CH:15][N:14]=2)[CH2:9][CH:8]1[CH3:23])[CH3:6].[CH3:24][O:25][C:26]1[CH:27]=[C:28]([CH2:34][CH2:35][C:36]2[CH:37]=[C:38]([NH2:41])[NH:39][N:40]=2)[CH:29]=[C:30]([O:32][CH3:33])[CH:31]=1. (3) The reactants are [C:1]([CH2:3][C:4]1[S:5][CH:6]=[C:7]([C:9]2[S:13][C:12]([NH:14][C:15](=[O:17])[CH3:16])=[N:11][C:10]=2[CH3:18])[N:8]=1)#[N:2].Cl.[NH2:20][OH:21].C(N(CC)CC)C. The catalyst is O1CCOCC1. The product is [NH2:2]/[C:1](=[N:20]/[OH:21])/[CH2:3][C:4]1[S:5][CH:6]=[C:7]([C:9]2[S:13][C:12]([NH:14][C:15](=[O:17])[CH3:16])=[N:11][C:10]=2[CH3:18])[N:8]=1. The yield is 0.950. (4) The reactants are [Cl:1][C:2]1[CH:7]=[CH:6][C:5]([C@@H:8]([C@@H:28]2[CH2:33][O:32][CH2:31][CH2:30][N:29]2C(OC(C)(C)C)=O)[C:9]([N:11]2[CH2:16][CH2:15][N:14]([C:17]3[C:18]4[C@H:25]([CH3:26])[CH2:24][C@H:23]([OH:27])[C:19]=4[N:20]=[CH:21][N:22]=3)[CH2:13][CH2:12]2)=[O:10])=[CH:4][CH:3]=1.[ClH:41]. The catalyst is O1CCOCC1. The product is [ClH:1].[ClH:41].[Cl:1][C:2]1[CH:3]=[CH:4][C:5]([C@@H:8]([C@@H:28]2[CH2:33][O:32][CH2:31][CH2:30][NH:29]2)[C:9]([N:11]2[CH2:12][CH2:13][N:14]([C:17]3[C:18]4[C@H:25]([CH3:26])[CH2:24][C@H:23]([OH:27])[C:19]=4[N:20]=[CH:21][N:22]=3)[CH2:15][CH2:16]2)=[O:10])=[CH:6][CH:7]=1. The yield is 0.540.